From a dataset of Experimentally validated miRNA-target interactions with 360,000+ pairs, plus equal number of negative samples. Binary Classification. Given a miRNA mature sequence and a target amino acid sequence, predict their likelihood of interaction. The miRNA is mmu-miR-717 with sequence CUCAGACAGAGAUACCUUCUCU. The protein sequence of the target gene is MFPSVSSPRTPGPGTRRGPLVGIGPTSTPRASRRGLSLGSAVNSPVLFSPAGRRSSVSSRGTPTRIFPHHSISESVNYDVRVFGSSLPVKIMEALTMAEADEQLSVHVDEGGWACLVCTEKLLIWKIAVSPVTKLSVCKELQLPPSDFHGSADLVALSYAATSGEVHSVQAVSVMVATKEGSIRYWPSLAREDTYSDTCVDLGGEKMCRFLTAVQGGSFILSSVGSQLVRLIPESSGKIHQHVLPQGQGMLSGIGRRVSSLFGILSPTSDLMLASVLWDRGGSSFYTLTSSNISKWELDD.... Result: 1 (interaction).